The task is: Predict which catalyst facilitates the given reaction.. This data is from Catalyst prediction with 721,799 reactions and 888 catalyst types from USPTO. Reactant: [CH3:1][C:2]1[N:7]=[C:6](Cl)[CH:5]=[C:4]([Cl:9])[N:3]=1.[NH:10]1[CH2:15][CH2:14][O:13][CH2:12][CH2:11]1. Product: [CH3:1][C:2]1[N:3]=[C:4]([Cl:9])[CH:5]=[C:6]([N:10]2[CH2:15][CH2:14][O:13][CH2:12][CH2:11]2)[N:7]=1. The catalyst class is: 4.